Dataset: Full USPTO retrosynthesis dataset with 1.9M reactions from patents (1976-2016). Task: Predict the reactants needed to synthesize the given product. (1) Given the product [NH2:1][C:2]1[N:7]=[C:6]([N:8]2[CH2:20][CH2:19][C:11]3([CH2:15][NH:14][C@H:13]([C:16]([OH:18])=[O:17])[CH2:12]3)[CH2:10][CH2:9]2)[CH:5]=[C:4]([O:21][C@H:22]([C:27]2[CH:32]=[CH:31][C:30]([C:65]3[CH:66]=[CH:67][C:68]([O:69][CH2:70][CH2:71][CH3:72])=[C:63]([F:62])[CH:64]=3)=[CH:29][C:28]=2[C:43]2[CH:48]=[CH:47][CH:46]=[CH:45][CH:44]=2)[C:23]([F:24])([F:26])[F:25])[N:3]=1, predict the reactants needed to synthesize it. The reactants are: [NH2:1][C:2]1[N:7]=[C:6]([N:8]2[CH2:20][CH2:19][C:11]3([CH2:15][NH:14][C@H:13]([C:16]([OH:18])=[O:17])[CH2:12]3)[CH2:10][CH2:9]2)[CH:5]=[C:4]([O:21][C@H:22]([C:27]2[CH:32]=[CH:31][C:30](C3C=CC(OC(C)C)=CC=3)=[CH:29][C:28]=2[C:43]2[CH:48]=[CH:47][CH:46]=[CH:45][CH:44]=2)[C:23]([F:26])([F:25])[F:24])[N:3]=1.C(OC1C=CC(B(O)O)=CC=1)(C)C.[F:62][C:63]1[CH:64]=[C:65](B(O)O)[CH:66]=[CH:67][C:68]=1[O:69][CH2:70][CH2:71][CH3:72]. (2) Given the product [Br:19][C:16]1[CH:17]=[C:18]2[C:13](=[C:14]([CH2:20][CH3:21])[CH:15]=1)[NH:12][C:11]1[C:6]([CH2:5][CH2:4][OH:3])([CH2:22][CH3:23])[O:7][CH2:8][CH2:9][C:10]2=1, predict the reactants needed to synthesize it. The reactants are: C([O:3][C:4](=O)[CH2:5][C:6]1([CH2:22][CH3:23])[C:11]2[NH:12][C:13]3[C:18]([C:10]=2[CH2:9][CH2:8][O:7]1)=[CH:17][C:16]([Br:19])=[CH:15][C:14]=3[CH2:20][CH3:21])C.[BH4-].[Li+]. (3) Given the product [F:1][C:2]1[CH:16]=[CH:15][CH:14]=[C:13]([F:17])[C:3]=1[CH2:4][P:5](=[O:6])([OH:9])[OH:12], predict the reactants needed to synthesize it. The reactants are: [F:1][C:2]1[CH:16]=[CH:15][CH:14]=[C:13]([F:17])[C:3]=1[CH2:4][P:5](=[O:12])([O:9]CC)[O:6]CC.Br[Si](C)(C)C.O. (4) Given the product [Br:21][C:19]1[CH:18]=[N:17][CH:16]=[C:15]([CH2:14][O:4][CH2:3][C:2]([F:6])([F:5])[F:1])[CH:20]=1, predict the reactants needed to synthesize it. The reactants are: [F:1][C:2]([F:6])([F:5])[CH2:3][OH:4].[H-].[Na+].CS(O[CH2:14][C:15]1[CH:16]=[N:17][CH:18]=[C:19]([Br:21])[CH:20]=1)(=O)=O. (5) Given the product [CH:1]1([CH:4]([C:11]2[CH:16]=[CH:15][N:14]=[C:13]([CH2:17][OH:18])[CH:12]=2)[CH2:5][C:6]([O:8][CH2:9][CH3:10])=[O:7])[CH2:2][CH2:3]1, predict the reactants needed to synthesize it. The reactants are: [CH:1]1([C:4]([C:11]2[CH:16]=[CH:15][N:14]=[C:13]([CH2:17][O:18]COC)[CH:12]=2)=[CH:5][C:6]([O:8][CH2:9][CH3:10])=[O:7])[CH2:3][CH2:2]1. (6) The reactants are: O.[NH2:2][NH2:3].[CH:4]1[CH:9]=[C:8]([CH:10]([CH:13]=O)[CH:11]=O)[N:7]=[CH:6][CH:5]=1.CCCCCC. Given the product [NH:2]1[CH:13]=[C:10]([C:8]2[CH:9]=[CH:4][CH:5]=[CH:6][N:7]=2)[CH:11]=[N:3]1, predict the reactants needed to synthesize it. (7) Given the product [CH3:1][C:2]1[N:3]=[C:4]([NH:7][C:8]([C:10]2[C:15]([NH:16][C:17]3[CH:18]=[N:19][CH:20]=[C:21]([C:28]#[N:29])[CH:22]=3)=[CH:14][CH:13]=[C:12]([CH3:23])[N:11]=2)=[O:9])[S:5][CH:6]=1, predict the reactants needed to synthesize it. The reactants are: [CH3:1][C:2]1[N:3]=[C:4]([NH:7][C:8]([C:10]2[C:15]([NH:16][C:17]3[CH:18]=[N:19][CH:20]=[CH:21][CH:22]=3)=[CH:14][CH:13]=[C:12]([CH3:23])[N:11]=2)=[O:9])[S:5][CH:6]=1.BrC1C=C(C#N)[CH:28]=[N:29]C=1.